Dataset: Catalyst prediction with 721,799 reactions and 888 catalyst types from USPTO. Task: Predict which catalyst facilitates the given reaction. (1) Reactant: C(=O)([O-])[O-].[K+].[K+].C([O:10][C:11]1[CH:12]=[CH:13][C:14]([O:36][CH2:37][C:38]2[CH:43]=[CH:42][CH:41]=[CH:40][CH:39]=2)=[C:15]([CH:35]=1)[C:16]([NH:18][C:19]1[CH:28]=[C:27]([C:29]2[CH:34]=[CH:33][CH:32]=[CH:31][CH:30]=2)[CH:26]=[CH:25][C:20]=1[C:21]([O:23][CH3:24])=[O:22])=[O:17])(=O)C.CC(C)=O. Product: [CH2:37]([O:36][C:14]1[CH:13]=[CH:12][C:11]([OH:10])=[CH:35][C:15]=1[C:16]([NH:18][C:19]1[CH:28]=[C:27]([C:29]2[CH:30]=[CH:31][CH:32]=[CH:33][CH:34]=2)[CH:26]=[CH:25][C:20]=1[C:21]([O:23][CH3:24])=[O:22])=[O:17])[C:38]1[CH:43]=[CH:42][CH:41]=[CH:40][CH:39]=1. The catalyst class is: 147. (2) Reactant: [CH2:1]([C@@H:3]1[CH2:8][O:7][CH2:6][CH2:5][N:4]1[C:9]1[N:14]=[C:13]([NH:15][CH3:16])[N:12]=[C:11]([C:17]2[CH:24]=[CH:23][C:20]([C:21]#[N:22])=[C:19]([F:25])[CH:18]=2)[CH:10]=1)[CH3:2].[NH2:26][NH2:27].CCN(C(C)C)C(C)C. Product: [CH2:1]([C@@H:3]1[CH2:8][O:7][CH2:6][CH2:5][N:4]1[C:9]1[N:14]=[C:13]([NH:15][CH3:16])[N:12]=[C:11]([C:17]2[CH:24]=[C:23]3[C:20]([C:21]([NH2:22])=[N:26][NH:27]3)=[C:19]([F:25])[CH:18]=2)[CH:10]=1)[CH3:2]. The catalyst class is: 23. (3) Reactant: [C:1]([O:5][C:6]([N:8]1[C:12]2[N:13]=[C:14](Cl)[N:15]=[C:16]([CH2:17][CH3:18])[C:11]=2[CH:10]=[CH:9]1)=[O:7])([CH3:4])([CH3:3])[CH3:2].[F:20][C:21]1[CH:22]=[C:23](B(O)O)[CH:24]=[CH:25][C:26]=1[O:27][CH3:28].C1COCC1.C([O-])([O-])=O.[K+].[K+]. Product: [C:1]([O:5][C:6]([N:8]1[C:12]2[N:13]=[C:14]([C:23]3[CH:24]=[CH:25][C:26]([O:27][CH3:28])=[C:21]([F:20])[CH:22]=3)[N:15]=[C:16]([CH2:17][CH3:18])[C:11]=2[CH:10]=[CH:9]1)=[O:7])([CH3:4])([CH3:3])[CH3:2]. The catalyst class is: 189. (4) Reactant: [C:1]1([CH2:7][CH2:8][CH2:9][Br:10])[CH:6]=[CH:5][CH:4]=[CH:3][CH:2]=1.[N+:11]([O-])([OH:13])=[O:12].CCCCCC.CCOC(C)=O. The catalyst class is: 28. Product: [N+:11]([C:4]1[CH:5]=[CH:6][C:1]([CH2:7][CH2:8][CH2:9][Br:10])=[CH:2][CH:3]=1)([O-:13])=[O:12]. (5) Reactant: [N+:1]([C:4]1[CH:5]=[C:6]([CH:24]=[CH:25][CH:26]=1)[C:7]([NH:9][C:10]1[CH:11]=[C:12]([NH:16]C(=O)OC(C)(C)C)[CH:13]=[CH:14][CH:15]=1)=[O:8])([O-:3])=[O:2].[ClH:27]. Product: [ClH:27].[NH2:16][C:12]1[CH:11]=[C:10]([NH:9][C:7](=[O:8])[C:6]2[CH:24]=[CH:25][CH:26]=[C:4]([N+:1]([O-:3])=[O:2])[CH:5]=2)[CH:15]=[CH:14][CH:13]=1. The catalyst class is: 12.